This data is from Catalyst prediction with 721,799 reactions and 888 catalyst types from USPTO. The task is: Predict which catalyst facilitates the given reaction. Reactant: [Cl:1][C:2]1[CH:10]=[C:9]2[C:5]([CH:6]([CH:12]3[CH2:16][CH2:15][CH2:14][CH2:13]3)[C:7](=[O:11])[NH:8]2)=[CH:4][CH:3]=1.[CH2:17](Br)[C:18]1[CH:23]=[CH:22][CH:21]=[CH:20][CH:19]=1.[I-].[K+].C(=O)([O-])[O-].[K+].[K+]. Product: [CH2:17]([C:6]1([CH:12]2[CH2:16][CH2:15][CH2:14][CH2:13]2)[C:5]2[C:9](=[CH:10][C:2]([Cl:1])=[CH:3][CH:4]=2)[NH:8][C:7]1=[O:11])[C:18]1[CH:23]=[CH:22][CH:21]=[CH:20][CH:19]=1. The catalyst class is: 372.